Dataset: Catalyst prediction with 721,799 reactions and 888 catalyst types from USPTO. Task: Predict which catalyst facilitates the given reaction. Reactant: [C:1]([OH:8])(=[O:7])[CH2:2][CH2:3][C:4]([CH3:6])=[O:5].[CH:9](=O)[C:10]1[O:14][CH:13]=[CH:12][CH:11]=1.S(=O)(=O)(O)O. Product: [C:1]([O:8][CH2:9][CH2:10][CH2:11][CH2:12][CH3:13])(=[O:7])[CH2:2][CH2:3][C:4]([CH3:6])=[O:5].[CH:13]([O:8][CH2:1][CH2:2][CH2:3][CH2:4][CH3:6])=[O:14]. The catalyst class is: 106.